This data is from Full USPTO retrosynthesis dataset with 1.9M reactions from patents (1976-2016). The task is: Predict the reactants needed to synthesize the given product. (1) The reactants are: Cl.[O:2]1[CH2:8][CH2:7][CH2:6][NH:5][CH2:4][CH2:3]1.C([O-])(=O)C.[Na+].C(O)(=O)C.[Cl:18][CH2:19][C:20](Cl)=[O:21].C(=O)([O-])O.[Na+]. Given the product [Cl:18][CH2:19][C:20]([N:5]1[CH2:6][CH2:7][CH2:8][O:2][CH2:3][CH2:4]1)=[O:21], predict the reactants needed to synthesize it. (2) Given the product [Br:16][CH:2]1[CH:3]=[CH:4][C:5]2[C:14](=[C:13]3[C:8](=[CH:7][N:6]=2)[CH:9]=[CH:10][CH:11]=[CH:12]3)[C:1]1=[O:15], predict the reactants needed to synthesize it. The reactants are: [C:1]1(=[O:15])[C:14]2[C:5](=[N:6][CH:7]=[C:8]3[C:13]=2[CH:12]=[CH:11][CH:10]=[CH:9]3)[CH:4]=[CH:3][CH2:2]1.[Br:16]Br.O. (3) The reactants are: [F:1][C:2]([F:12])([F:11])[C:3]1[N:8]=[C:7]([CH:9]=O)[CH:6]=[CH:5][CH:4]=1.[CH2:13]([NH2:15])[CH3:14]. Given the product [CH2:13]([NH:15][CH2:9][C:7]1[CH:6]=[CH:5][CH:4]=[C:3]([C:2]([F:12])([F:11])[F:1])[N:8]=1)[CH3:14], predict the reactants needed to synthesize it. (4) Given the product [CH3:19][N:20]1[CH2:25][CH2:24][N:23]([CH2:2][C:3]2[CH:8]=[CH:7][C:6]([CH2:9][C:10]([OH:12])=[O:11])=[CH:5][CH:4]=2)[CH2:22][CH2:21]1, predict the reactants needed to synthesize it. The reactants are: Br[CH2:2][C:3]1[CH:8]=[CH:7][C:6]([CH2:9][C:10]([OH:12])=[O:11])=[CH:5][CH:4]=1.C(=O)([O-])[O-].[K+].[K+].[CH3:19][N:20]1[CH2:25][CH2:24][NH:23][CH2:22][CH2:21]1. (5) Given the product [CH3:23][O:22][S:19]([O-:24])(=[O:21])=[O:20].[CH3:23][N+:10]1[CH:11]=[CH:12][CH:13]=[CH:14][C:9]=1[CH2:8][CH2:7][O:6][C:5]1[CH:15]=[CH:16][CH:17]=[CH:18][C:4]=1[N+:1]([O-:3])=[O:2], predict the reactants needed to synthesize it. The reactants are: [N+:1]([C:4]1[CH:18]=[CH:17][CH:16]=[CH:15][C:5]=1[O:6][CH2:7][CH2:8][C:9]1[CH:14]=[CH:13][CH:12]=[CH:11][N:10]=1)([O-:3])=[O:2].[S:19]([O:24]C)([O:22][CH3:23])(=[O:21])=[O:20].